Dataset: NCI-60 drug combinations with 297,098 pairs across 59 cell lines. Task: Regression. Given two drug SMILES strings and cell line genomic features, predict the synergy score measuring deviation from expected non-interaction effect. (1) Drug 1: C1C(C(OC1N2C=NC3=C(N=C(N=C32)Cl)N)CO)O. Drug 2: C1CC(C1)(C(=O)O)C(=O)O.[NH2-].[NH2-].[Pt+2]. Cell line: HCC-2998. Synergy scores: CSS=57.1, Synergy_ZIP=-4.56, Synergy_Bliss=-2.03, Synergy_Loewe=-4.32, Synergy_HSA=2.34. (2) Drug 1: CN(CC1=CN=C2C(=N1)C(=NC(=N2)N)N)C3=CC=C(C=C3)C(=O)NC(CCC(=O)O)C(=O)O. Drug 2: CN(C(=O)NC(C=O)C(C(C(CO)O)O)O)N=O. Cell line: A549. Synergy scores: CSS=16.4, Synergy_ZIP=1.51, Synergy_Bliss=1.17, Synergy_Loewe=-55.8, Synergy_HSA=-0.650.